Dataset: Full USPTO retrosynthesis dataset with 1.9M reactions from patents (1976-2016). Task: Predict the reactants needed to synthesize the given product. (1) Given the product [N+:1]([C:4]1[CH:5]=[C:6]([N:10]([CH2:11][C:12]2[CH:17]=[CH:16][CH:15]=[C:14]([O:18][C:19]([F:23])([F:24])[CH:20]([F:21])[F:22])[CH:13]=2)[CH2:28][CH:27]([OH:29])[C:26]([F:31])([F:30])[F:25])[CH:7]=[CH:8][CH:9]=1)([O-:3])=[O:2], predict the reactants needed to synthesize it. The reactants are: [N+:1]([C:4]1[CH:5]=[C:6]([NH:10][CH2:11][C:12]2[CH:17]=[CH:16][CH:15]=[C:14]([O:18][C:19]([F:24])([F:23])[CH:20]([F:22])[F:21])[CH:13]=2)[CH:7]=[CH:8][CH:9]=1)([O-:3])=[O:2].[F:25][C:26]([F:31])([F:30])[CH:27]1[O:29][CH2:28]1.FC(F)(F)S([O-])(=O)=O.[Yb+3].FC(F)(F)S([O-])(=O)=O.FC(F)(F)S([O-])(=O)=O. (2) Given the product [Br:3][CH2:4][C@@H:5]([OH:24])[C@@H:6]([NH:16][C:17](=[O:23])[O:18][C:19]([CH3:20])([CH3:21])[CH3:22])[CH2:7][C:8]1[CH:9]=[C:10]([F:15])[CH:11]=[C:12]([F:14])[CH:13]=1, predict the reactants needed to synthesize it. The reactants are: [BH4-].[Na+].[Br:3][CH2:4][C:5](=[O:24])[C@@H:6]([NH:16][C:17](=[O:23])[O:18][C:19]([CH3:22])([CH3:21])[CH3:20])[CH2:7][C:8]1[CH:13]=[C:12]([F:14])[CH:11]=[C:10]([F:15])[CH:9]=1.